Task: Predict the product of the given reaction.. Dataset: Forward reaction prediction with 1.9M reactions from USPTO patents (1976-2016) (1) Given the reactants [Br:1][C:2]1[CH:3]=[C:4]([C:8]([F:14])([F:13])[CH2:9][CH2:10][C:11]#N)[CH:5]=[CH:6][CH:7]=1.C(O)CO.[OH2:19].[OH-:20].[K+], predict the reaction product. The product is: [Br:1][C:2]1[CH:3]=[C:4]([C:8]([F:14])([F:13])[CH2:9][CH2:10][C:11]([OH:20])=[O:19])[CH:5]=[CH:6][CH:7]=1. (2) Given the reactants C([O:4][CH2:5][C:6]([NH:36]C(=O)C)([CH2:31][O:32]C(=O)C)[CH2:7][CH2:8][C:9]1[CH:14]=[CH:13][C:12]([C:15]2[CH:20]=[CH:19][C:18]([S:21][C:22]3[CH:27]=[CH:26][C:25]([CH3:28])=[CH:24][CH:23]=3)=[CH:17][C:16]=2[F:29])=[CH:11][C:10]=1[Cl:30])(=O)C.Cl, predict the reaction product. The product is: [NH2:36][C:6]([CH2:7][CH2:8][C:9]1[CH:14]=[CH:13][C:12]([C:15]2[CH:20]=[CH:19][C:18]([S:21][C:22]3[CH:23]=[CH:24][C:25]([CH3:28])=[CH:26][CH:27]=3)=[CH:17][C:16]=2[F:29])=[CH:11][C:10]=1[Cl:30])([CH2:31][OH:32])[CH2:5][OH:4]. (3) Given the reactants CN(C=O)C.[CH2:6]([NH2:8])[CH3:7].[CH:9]1([CH2:15][CH2:16][CH2:17][CH2:18][NH:19][C:20]([C:22]2[N:23]=[C:24]([C@@H:27]3[CH:32]4[O:33][C@@H:29]([CH2:30][CH2:31]4)[C@@H:28]3[CH2:34][C:35]3[CH:40]=[C:39]([F:41])[CH:38]=[CH:37][C:36]=3[CH2:42][CH2:43][C:44]([OH:46])=O)[O:25][CH:26]=2)=[O:21])[CH2:14][CH2:13][CH2:12][CH2:11][CH2:10]1.Cl.CN(C)CCCN=C=NCC, predict the reaction product. The product is: [CH:9]1([CH2:15][CH2:16][CH2:17][CH2:18][NH:19][C:20]([C:22]2[N:23]=[C:24]([CH:27]3[CH:28]([CH2:34][C:35]4[CH:40]=[C:39]([F:41])[CH:38]=[CH:37][C:36]=4[CH2:42][CH2:43][C:44](=[O:46])[NH:8][CH2:6][CH3:7])[CH:29]4[O:33][CH:32]3[CH2:31][CH2:30]4)[O:25][CH:26]=2)=[O:21])[CH2:14][CH2:13][CH2:12][CH2:11][CH2:10]1. (4) Given the reactants [Cl:1][C:2]1[CH:7]=[CH:6][N:5]=[C:4]([O:8][C:9]2[CH:16]=[CH:15][C:12]([CH:13]=O)=[CH:11][CH:10]=2)[CH:3]=1.[BH4-].[Na+].S(Cl)(Cl)=O.[CH3:23][N:24]1[CH:28]=[C:27]([CH2:29][C:30]2[C:31](=[O:37])[NH:32][C:33](=[S:36])[NH:34][CH:35]=2)[CH:26]=[N:25]1, predict the reaction product. The product is: [Cl:1][C:2]1[CH:7]=[CH:6][N:5]=[C:4]([O:8][C:9]2[CH:16]=[CH:15][C:12]([CH2:13][S:36][C:33]3[NH:34][CH:35]=[C:30]([CH2:29][C:27]4[CH:26]=[N:25][N:24]([CH3:23])[CH:28]=4)[C:31](=[O:37])[N:32]=3)=[CH:11][CH:10]=2)[CH:3]=1. (5) Given the reactants Br[C:2]1[CH:7]=[CH:6][C:5]([C:8]2[O:12][N:11]=[C:10]([CH3:13])[C:9]=2[CH2:14][N:15]2[CH2:20][CH2:19][CH2:18][CH:17]([C:21]3[CH:26]=[CH:25][CH:24]=[CH:23][CH:22]=3)[CH2:16]2)=[CH:4][CH:3]=1.[CH2:27]([O:29][C:30]([C:32]1([C:35]2[CH:40]=[CH:39][C:38](B3OC(C)(C)C(C)(C)O3)=[CH:37][CH:36]=2)[CH2:34][CH2:33]1)=[O:31])[CH3:28], predict the reaction product. The product is: [CH2:27]([O:29][C:30]([C:32]1([C:35]2[CH:36]=[CH:37][C:38]([C:2]3[CH:3]=[CH:4][C:5]([C:8]4[O:12][N:11]=[C:10]([CH3:13])[C:9]=4[CH2:14][N:15]4[CH2:20][CH2:19][CH2:18][CH:17]([C:21]5[CH:26]=[CH:25][CH:24]=[CH:23][CH:22]=5)[CH2:16]4)=[CH:6][CH:7]=3)=[CH:39][CH:40]=2)[CH2:33][CH2:34]1)=[O:31])[CH3:28]. (6) Given the reactants [NH:1]1[CH2:10][CH2:9][CH:4]([C:5]([O:7][CH3:8])=O)[CH2:3][CH2:2]1.[C:11](C1NC=CN=1)(C1NC=CN=1)=[S:12].[OH2:23].[NH2:24][NH2:25].[Cl-].[Na+], predict the reaction product. The product is: [NH:24]([C:11]([N:1]1[CH2:10][CH2:9][CH:4]([C:5]([O:7][CH3:8])=[O:23])[CH2:3][CH2:2]1)=[S:12])[NH2:25]. (7) Given the reactants Cl[C:2]1[C:7]([Cl:8])=[CH:6][CH:5]=[CH:4][N:3]=1.C1C=CC(P(C2C(C3C(P(C4C=CC=CC=4)C4C=CC=CC=4)=CC=C4C=3C=CC=C4)=C3C(C=CC=C3)=CC=2)C2C=CC=CC=2)=CC=1.C(=O)([O-])[O-].[Cs+].[Cs+].[C:61](=[NH:74])([C:68]1[CH:73]=[CH:72][CH:71]=[CH:70][CH:69]=1)[C:62]1[CH:67]=[CH:66][CH:65]=[CH:64][CH:63]=1, predict the reaction product. The product is: [Cl:8][C:7]1[C:2]([N:74]=[C:61]([C:62]2[CH:67]=[CH:66][CH:65]=[CH:64][CH:63]=2)[C:68]2[CH:73]=[CH:72][CH:71]=[CH:70][CH:69]=2)=[N:3][CH:4]=[CH:5][CH:6]=1.